Dataset: Forward reaction prediction with 1.9M reactions from USPTO patents (1976-2016). Task: Predict the product of the given reaction. (1) Given the reactants [CH3:1][O:2][C:3]1[CH:4]=[C:5]([CH:17]=[CH:18][CH:19]=1)[CH2:6][C:7]1[O:11][N:10]=[C:9]([C:12]([O:14]CC)=[O:13])[CH:8]=1.C(O)C.[OH-].[Na+], predict the reaction product. The product is: [CH3:1][O:2][C:3]1[CH:4]=[C:5]([CH:17]=[CH:18][CH:19]=1)[CH2:6][C:7]1[O:11][N:10]=[C:9]([C:12]([OH:14])=[O:13])[CH:8]=1. (2) Given the reactants [F:1][C:2]1[CH:3]=[C:4]2[C:8](=[CH:9][CH:10]=1)[NH:7][C:6](=[O:11])[C:5]2=[CH:12][C:13]1[CH:14]=[C:15]([CH:29]=[CH:30][CH:31]=1)[C:16]([NH:18][CH2:19][CH2:20][CH2:21][CH2:22][CH2:23][CH2:24][CH2:25][C:26]([OH:28])=O)=[O:17].Cl.C(N=C=NCCCN(C)C)C.O[C:45]1[C:53]2[N:52]=N[NH:50][C:49]=2[CH:48]=[CH:47][CH:46]=1.C(N(CC)CC)C.C1(N)C=CC=CC=1N, predict the reaction product. The product is: [F:1][C:2]1[CH:3]=[C:4]2[C:8](=[CH:9][CH:10]=1)[NH:7][C:6](=[O:11])[C:5]2=[CH:12][C:13]1[CH:14]=[C:15]([CH:29]=[CH:30][CH:31]=1)[C:16]([NH:18][CH2:19][CH2:20][CH2:21][CH2:22][CH2:23][CH2:24][CH2:25][C:26]([NH:50][C:49]1[CH:48]=[CH:47][CH:46]=[CH:45][C:53]=1[NH2:52])=[O:28])=[O:17]. (3) Given the reactants [F:1][C:2]1[CH:7]=[CH:6][C:5]([N:8]2[C:12]3([CH2:17][CH2:16][N:15]([CH2:18][CH2:19][CH2:20][N:21]4[C:29]5[C:24](=[CH:25][CH:26]=[CH:27][CH:28]=5)[C:23]5([CH2:31][CH2:30]5)[C:22]4=[O:32])[CH2:14][CH2:13]3)[C:11](=[O:33])[N:10]([CH2:34][C:35]3[CH:36]=[C:37]([CH:45]=[CH:46][CH:47]=3)[C:38]([O:40]C(C)(C)C)=[O:39])[CH2:9]2)=[CH:4][CH:3]=1, predict the reaction product. The product is: [F:1][C:2]1[CH:3]=[CH:4][C:5]([N:8]2[C:12]3([CH2:13][CH2:14][N:15]([CH2:18][CH2:19][CH2:20][N:21]4[C:29]5[C:24](=[CH:25][CH:26]=[CH:27][CH:28]=5)[C:23]5([CH2:30][CH2:31]5)[C:22]4=[O:32])[CH2:16][CH2:17]3)[C:11](=[O:33])[N:10]([CH2:34][C:35]3[CH:36]=[C:37]([CH:45]=[CH:46][CH:47]=3)[C:38]([OH:40])=[O:39])[CH2:9]2)=[CH:6][CH:7]=1. (4) Given the reactants [Cl:1][C:2]1[CH:3]=[C:4]([C:12]2[O:16][N:15]=[C:14]([C:17]3[CH:18]=[C:19]4[C:23](=[CH:24][C:25]=3[CH2:26][CH3:27])[NH:22][N:21]=[CH:20]4)[N:13]=2)[CH:5]=[N:6][C:7]=1[O:8][CH:9]([CH3:11])[CH3:10].C(=O)([O-])[O-].[Cs+].[Cs+].Br[CH2:35][CH2:36][CH2:37][C:38]([O:40][CH2:41][CH3:42])=[O:39], predict the reaction product. The product is: [Cl:1][C:2]1[CH:3]=[C:4]([C:12]2[O:16][N:15]=[C:14]([C:17]3[CH:18]=[C:19]4[C:23](=[CH:24][C:25]=3[CH2:26][CH3:27])[N:22]([CH2:35][CH2:36][CH2:37][C:38]([O:40][CH2:41][CH3:42])=[O:39])[N:21]=[CH:20]4)[N:13]=2)[CH:5]=[N:6][C:7]=1[O:8][CH:9]([CH3:11])[CH3:10]. (5) Given the reactants O=[C:2]1[CH2:7][CH:6]2[CH2:8][CH:3]1[CH2:4][N:5]2[C:9]([O:11][CH2:12][C:13]1[CH:18]=[CH:17][CH:16]=[CH:15][CH:14]=1)=[O:10].[C:19]([NH:26][NH2:27])([O:21][C:22]([CH3:25])([CH3:24])[CH3:23])=[O:20].[BH3-]C#N.[Na+].C1(C)C=CC(S(O)(=O)=O)=CC=1, predict the reaction product. The product is: [C:22]([O:21][C:19]([NH:26][NH:27][CH:2]1[CH2:7][CH:6]2[CH2:8][CH:3]1[CH2:4][N:5]2[C:9]([O:11][CH2:12][C:13]1[CH:18]=[CH:17][CH:16]=[CH:15][CH:14]=1)=[O:10])=[O:20])([CH3:25])([CH3:24])[CH3:23]. (6) The product is: [CH3:4][CH:3]([CH2:2][CH3:6])[CH2:5][O:7][C:6](=[O:8])[C@H:2]([CH:3]([CH3:5])[CH3:4])[NH:1][C:18](=[O:19])[CH2:17][C:11]1[CH:16]=[CH:15][CH:14]=[CH:13][CH:12]=1. Given the reactants [NH2:1][C@H:2]([C:6]([OH:8])=[O:7])[CH:3]([CH3:5])[CH3:4].[OH-].[Na+].[C:11]1([CH2:17][C:18](Cl)=[O:19])[CH:16]=[CH:15][CH:14]=[CH:13][CH:12]=1, predict the reaction product.